This data is from Peptide-MHC class I binding affinity with 185,985 pairs from IEDB/IMGT. The task is: Regression. Given a peptide amino acid sequence and an MHC pseudo amino acid sequence, predict their binding affinity value. This is MHC class I binding data. The peptide sequence is KVADFGLSRL. The MHC is HLA-A02:01 with pseudo-sequence HLA-A02:01. The binding affinity (normalized) is 0.410.